Dataset: Forward reaction prediction with 1.9M reactions from USPTO patents (1976-2016). Task: Predict the product of the given reaction. Given the reactants [CH3:1][C:2]([C:6]1[S:10][C:9]([NH:11][C:12](=[O:29])[CH:13]([NH:17][C:18](=[O:28])[CH2:19][C:20]2[CH:25]=[C:24]([F:26])[CH:23]=[C:22]([F:27])[CH:21]=2)[CH2:14][CH2:15][CH3:16])=[N:8][N:7]=1)([CH3:5])[CH:3]=O.[NH:30]1[CH2:34][CH2:33][CH2:32][CH2:31]1.C(O)(=O)C.C(O[BH-](OC(=O)C)OC(=O)C)(=O)C.[Na+], predict the reaction product. The product is: [CH3:5][C:2]([C:6]1[S:10][C:9]([NH:11][C:12](=[O:29])[CH:13]([NH:17][C:18](=[O:28])[CH2:19][C:20]2[CH:25]=[C:24]([F:26])[CH:23]=[C:22]([F:27])[CH:21]=2)[CH2:14][CH2:15][CH3:16])=[N:8][N:7]=1)([CH3:1])[CH2:3][N:30]1[CH2:34][CH2:33][CH2:32][CH2:31]1.